Dataset: Reaction yield outcomes from USPTO patents with 853,638 reactions. Task: Predict the reaction yield, written as a fraction of the theoretical maximum amount of product (1.0 means a 100% yield; for example, 0.34 means a 34% yield). The yield is 0.950. No catalyst specified. The reactants are [H-].[Na+].N1[C:12]2[C:7](=C[CH:9]=[CH:10][CH:11]=2)[NH:6][C:5](=[O:13])C1=O.[CH3:15]I.O.[CH3:18][N:19]([CH:21]=[O:22])[CH3:20]. The product is [CH3:18][N:19]1[C:20]2[C:7](=[CH:12][CH:11]=[CH:10][CH:9]=2)[N:6]([CH3:15])[C:5](=[O:13])[C:21]1=[O:22].